Dataset: Reaction yield outcomes from USPTO patents with 853,638 reactions. Task: Predict the reaction yield, written as a fraction of the theoretical maximum amount of product (1.0 means a 100% yield; for example, 0.34 means a 34% yield). (1) The reactants are [Cl:1][C:2]1[CH:7]=[CH:6][CH:5]=[CH:4][C:3]=1[C:8]1[C:13]([Cl:14])=[CH:12][C:11]([O:15][CH3:16])=[C:10]([C:17]([OH:19])=O)[CH:9]=1.[N:20]1([C:26]([O:28][C:29]([CH3:32])([CH3:31])[CH3:30])=[O:27])[CH2:25][CH2:24][NH:23][CH2:22][CH2:21]1.F[P-](F)(F)(F)(F)F.N1(O[P+](N(C)C)(N(C)C)N(C)C)C2C=CC=CC=2N=N1.CCN(C(C)C)C(C)C. The catalyst is CN(C=O)C.C(OCC)(=O)C. The product is [Cl:1][C:2]1[CH:7]=[CH:6][CH:5]=[CH:4][C:3]=1[C:8]1[C:13]([Cl:14])=[CH:12][C:11]([O:15][CH3:16])=[C:10]([C:17]([N:23]2[CH2:22][CH2:21][N:20]([C:26]([O:28][C:29]([CH3:32])([CH3:31])[CH3:30])=[O:27])[CH2:25][CH2:24]2)=[O:19])[CH:9]=1. The yield is 0.700. (2) The reactants are Br[C:2]1[CH:3]=[C:4]([CH:7]=[CH:8][CH:9]=1)[CH:5]=[O:6].C1(C)C=CC=CC=1.C([Sn](CCCC)(CCCC)[C:22]1[CH:27]=[CH:26][CH:25]=[CH:24][N:23]=1)CCC.[F-].[K+]. The catalyst is [Pd](Cl)Cl.C1(P(C2C=CC=CC=2)C2C=CC=CC=2)C=CC=CC=1.C1(P(C2C=CC=CC=2)C2C=CC=CC=2)C=CC=CC=1.C(OCC)(=O)C.O. The product is [N:23]1[CH:24]=[CH:25][CH:26]=[CH:27][C:22]=1[C:2]1[CH:3]=[C:4]([CH:7]=[CH:8][CH:9]=1)[CH:5]=[O:6]. The yield is 0.580. (3) The reactants are [C:1]([CH:9]1[CH2:14][CH2:13][CH2:12][CH2:11][CH:10]1[C:15]([OH:17])=[O:16])(=[O:8])[C:2]1[CH:7]=[CH:6][CH:5]=[CH:4][CH:3]=1.[Cl:18]Cl. The catalyst is ClC1C=CC=CC=1. The product is [Cl:18][C:9]12[CH2:14][CH2:13][CH2:12][CH2:11][CH:10]1[C:15](=[O:17])[O:16][C:1]2([OH:8])[C:2]1[CH:7]=[CH:6][CH:5]=[CH:4][CH:3]=1. The yield is 0.350. (4) The yield is 0.850. The product is [NH2:32][C:3]1[C:4]([NH:9][C:10]2[CH:15]=[CH:14][C:13]([CH2:16][CH2:17][NH:18][C:19]([NH:21][S:22]([C:25]3[CH:26]=[CH:27][C:28]([CH3:31])=[CH:29][CH:30]=3)(=[O:24])=[O:23])=[O:20])=[CH:12][CH:11]=2)=[N:5][C:6]([CH3:8])=[CH:7][C:2]=1[CH3:1]. The catalyst is CO.[Pd]. The reactants are [CH3:1][C:2]1[CH:7]=[C:6]([CH3:8])[N:5]=[C:4]([NH:9][C:10]2[CH:15]=[CH:14][C:13]([CH2:16][CH2:17][NH:18][C:19]([NH:21][S:22]([C:25]3[CH:30]=[CH:29][C:28]([CH3:31])=[CH:27][CH:26]=3)(=[O:24])=[O:23])=[O:20])=[CH:12][CH:11]=2)[C:3]=1[N+:32]([O-])=O.[H][H].